From a dataset of Catalyst prediction with 721,799 reactions and 888 catalyst types from USPTO. Predict which catalyst facilitates the given reaction. (1) Reactant: [NH2:1][C@@H:2]1[C:10]2[C:5](=[CH:6][CH:7]=[CH:8][CH:9]=2)[CH2:4][CH2:3]1.[Cl:11][C:12]1[N:20]=[C:19]2[C:15]([NH:16][CH:17]=[N:18]2)=[C:14](Cl)[N:13]=1.C(N(CC)C(C)C)(C)C. Product: [Cl:11][C:12]1[N:20]=[C:19]2[C:15]([N:16]=[CH:17][NH:18]2)=[C:14]([NH:1][C@@H:2]2[C:10]3[C:5](=[CH:6][CH:7]=[CH:8][CH:9]=3)[CH2:4][CH2:3]2)[N:13]=1. The catalyst class is: 8. (2) Reactant: [CH2:1]([S:8]([NH:11][C@@H:12]([C:17]([NH:19][C@H:20]([C:25](O)=[O:26])[CH2:21][CH2:22][S:23][CH3:24])=[O:18])[C@@H:13]([CH2:15][CH3:16])C)(=[O:10])=[O:9])[C:2]1[CH:7]=[CH:6][CH:5]=[CH:4][CH:3]=1.[NH2:28][C:29]1[CH:36]=[CH:35][C:32]([CH2:33][NH2:34])=[CH:31][CH:30]=1.[CH:37]1[CH:38]=[CH:39][C:40]2N(O)N=[N:43][C:41]=2[CH:42]=1.CCN=C=NCCCN(C)C.Cl. Product: [CH2:1]([S:8]([NH:11][C@@H:12]([C:17]([NH:19][C@H:20]([C:25]([NH:34][CH2:33][C:32]1[CH:35]=[CH:36][C:29]([NH2:28])=[CH:30][CH:31]=1)=[O:26])[CH2:21][CH2:22][S:23][CH3:24])=[O:18])[CH2:13][C:15]1[C:40]2[C:41](=[CH:42][CH:37]=[CH:38][CH:39]=2)[NH:43][CH:16]=1)(=[O:10])=[O:9])[C:2]1[CH:3]=[CH:4][CH:5]=[CH:6][CH:7]=1. The catalyst class is: 4. (3) Reactant: Br[C:2]1[N:3]([C@@H:14]2[O:22][C@H:21]3[C@@H:16]([O:17][Si:18]([C:27]([CH3:30])([CH3:29])[CH3:28])([C:23]([CH3:26])([CH3:25])[CH3:24])[O:19][CH2:20]3)[C@H:15]2[O:31][Si:32]([C:35]([CH3:38])([CH3:37])[CH3:36])([CH3:34])[CH3:33])[C:4]2[C:9]([N:10]=1)=[C:8]([N:11]([CH3:13])[CH3:12])[N:7]=[CH:6][N:5]=2.[C-:39]#[N:40].[Na+].[F-].[Cs+].C(=O)(O)[O-].[Na+]. Product: [C:23]([Si:18]1([C:27]([CH3:29])([CH3:30])[CH3:28])[O:17][C@H:16]2[C@@H:15]([O:31][Si:32]([C:35]([CH3:38])([CH3:37])[CH3:36])([CH3:33])[CH3:34])[C@H:14]([N:3]3[C:2]([C:39]#[N:40])=[N:10][C:9]4[C:4]3=[N:5][CH:6]=[N:7][C:8]=4[N:11]([CH3:13])[CH3:12])[O:22][C@@H:21]2[CH2:20][O:19]1)([CH3:26])([CH3:24])[CH3:25]. The catalyst class is: 3. (4) Reactant: [CH3:1][O:2][CH2:3][CH2:4][O:5][C:6]1[CH:7]=[C:8]2[C:12](=[C:13]([N:15]([CH3:24])[S:16]([C:19]3[S:20][CH:21]=[CH:22][CH:23]=3)(=[O:18])=[O:17])[CH:14]=1)[NH:11][C:10]([C:25]([O:27]CC)=[O:26])=[CH:9]2.[OH-].[Na+].O1CCCC1.C(O)(=O)CC(CC(O)=O)(C(O)=O)O. Product: [CH3:1][O:2][CH2:3][CH2:4][O:5][C:6]1[CH:7]=[C:8]2[C:12](=[C:13]([N:15]([CH3:24])[S:16]([C:19]3[S:20][CH:21]=[CH:22][CH:23]=3)(=[O:17])=[O:18])[CH:14]=1)[NH:11][C:10]([C:25]([OH:27])=[O:26])=[CH:9]2. The catalyst class is: 8. (5) Reactant: [CH3:1][O:2][C:3]1[CH:11]=[C:10]2[C:6]([C:7]([C:13](=[O:19])[C:14]([N:16]([CH3:18])[CH3:17])=[O:15])=[CH:8][N:9]2[CH3:12])=[CH:5][C:4]=1[C:20]([CH:22]1[CH2:27][CH2:26][NH:25][CH2:24][CH2:23]1)=[O:21].[F:28][C:29]1[CH:36]=[CH:35][C:32]([CH2:33]Br)=[CH:31][CH:30]=1. The catalyst class is: 14. Product: [F:28][C:29]1[CH:36]=[CH:35][C:32]([CH2:33][N:25]2[CH2:24][CH2:23][CH:22]([C:20]([C:4]3[CH:5]=[C:6]4[C:10](=[CH:11][C:3]=3[O:2][CH3:1])[N:9]([CH3:12])[CH:8]=[C:7]4[C:13](=[O:19])[C:14]([N:16]([CH3:18])[CH3:17])=[O:15])=[O:21])[CH2:27][CH2:26]2)=[CH:31][CH:30]=1. (6) Reactant: [CH3:1][N:2]1[CH2:7][CH2:6][NH:5][CH2:4][CH2:3]1.C(N(CC)CC)C.[S:15](Cl)([CH3:18])(=[O:17])=[O:16]. Product: [CH3:1][N:2]1[CH2:7][CH2:6][N:5]([S:15]([CH3:18])(=[O:17])=[O:16])[CH2:4][CH2:3]1. The catalyst class is: 2.